Dataset: Catalyst prediction with 721,799 reactions and 888 catalyst types from USPTO. Task: Predict which catalyst facilitates the given reaction. (1) Reactant: [N:1]([CH2:4][C:5]1[CH:6]=[N:7][CH:8]=[C:9]([Br:11])[CH:10]=1)=[N+]=[N-].O.C1C=CC(P(C2C=CC=CC=2)C2C=CC=CC=2)=CC=1. Product: [Br:11][C:9]1[CH:10]=[C:5]([CH2:4][NH2:1])[CH:6]=[N:7][CH:8]=1. The catalyst class is: 12. (2) Reactant: Br[C:2]1[N:7]=[CH:6][C:5]2[N:8]=[C:9]([CH2:16][OH:17])[N:10]([CH:11]([CH2:13][CH2:14][CH3:15])[CH3:12])[C:4]=2[CH:3]=1.[CH:18]1([S:21]([N:24]2[CH:28]=[C:27]([C:29]3[N:34]=[C:33]([NH2:35])[CH:32]=[CH:31][N:30]=3)[CH:26]=[N:25]2)(=[O:23])=[O:22])[CH2:20][CH2:19]1.C1(P(C2C=CC=CC=2)C2C3OC4C(=CC=CC=4P(C4C=CC=CC=4)C4C=CC=CC=4)C(C)(C)C=3C=CC=2)C=CC=CC=1.C(=O)([O-])[O-].[Cs+].[Cs+]. Product: [CH:18]1([S:21]([N:24]2[CH:28]=[C:27]([C:29]3[N:34]=[C:33]([NH:35][C:2]4[N:7]=[CH:6][C:5]5[N:8]=[C:9]([CH2:16][OH:17])[N:10]([CH:11]([CH2:13][CH2:14][CH3:15])[CH3:12])[C:4]=5[CH:3]=4)[CH:32]=[CH:31][N:30]=3)[CH:26]=[N:25]2)(=[O:22])=[O:23])[CH2:20][CH2:19]1. The catalyst class is: 102.